This data is from Reaction yield outcomes from USPTO patents with 853,638 reactions. The task is: Predict the reaction yield, written as a fraction of the theoretical maximum amount of product (1.0 means a 100% yield; for example, 0.34 means a 34% yield). (1) The reactants are [C:1]([O:5][C:6]([N:8]1[CH2:12][CH2:11][CH:10]([CH2:13][OH:14])[CH2:9]1)=[O:7])([CH3:4])([CH3:3])[CH3:2].CCN(C(C)C)C(C)C.[S:24](Cl)([CH3:27])(=[O:26])=[O:25]. The catalyst is C(Cl)Cl. The product is [C:1]([O:5][C:6]([N:8]1[CH2:12][CH2:11][CH:10]([CH2:13][O:14][S:24]([CH3:27])(=[O:26])=[O:25])[CH2:9]1)=[O:7])([CH3:4])([CH3:3])[CH3:2]. The yield is 0.720. (2) The reactants are [Al+3].[Cl-].[Cl-].[Cl-].[Cl:5][C:6]1[S:10][C:9]2=[N:11][C:12]([Cl:14])=[CH:13][N:8]2[CH:7]=1.Cl[CH2:16][N:17]1[CH2:21][CH:20]([CH2:22][CH2:23][CH3:24])[CH2:19][C:18]1=[O:25].O. The catalyst is O1CCOCC1. The product is [Cl:5][C:6]1[S:10][C:9]2=[N:11][C:12]([Cl:14])=[C:13]([CH2:16][N:17]3[CH2:21][CH:20]([CH2:22][CH2:23][CH3:24])[CH2:19][C:18]3=[O:25])[N:8]2[CH:7]=1. The yield is 0.740. (3) The reactants are [N:1]1[CH:6]=[C:5]([CH2:7][C:8]2[C:9](=[O:15])[NH:10][C:11](=[S:14])[NH:12][CH:13]=2)[CH:4]=[N:3][CH:2]=1.CCN(C(C)C)C(C)C.Cl[CH2:26][C:27]1[CH:28]=[CH:29][C:30]([O:35][C:36]2[CH:41]=[CH:40][C:39]([C:42]([F:45])([F:44])[F:43])=[CH:38][N:37]=2)=[C:31]([CH:34]=1)[C:32]#[N:33]. The catalyst is C(Cl)Cl. The product is [O:15]=[C:9]1[C:8]([CH2:7][C:5]2[CH:6]=[N:1][CH:2]=[N:3][CH:4]=2)=[CH:13][NH:12][C:11]([S:14][CH2:26][C:27]2[CH:28]=[CH:29][C:30]([O:35][C:36]3[CH:41]=[CH:40][C:39]([C:42]([F:45])([F:43])[F:44])=[CH:38][N:37]=3)=[C:31]([CH:34]=2)[C:32]#[N:33])=[N:10]1. The yield is 0.416. (4) The reactants are [F:1][C:2]([F:21])([F:20])[O:3][C:4]1[CH:9]=[CH:8][C:7]([C:10]2[O:14][N:13]=[CH:12][C:11]=2[C:15](OCC)=[O:16])=[CH:6][CH:5]=1.[H-].C([Al+]CC(C)C)C(C)C.Cl. The catalyst is O1CCCC1. The product is [F:21][C:2]([F:1])([F:20])[O:3][C:4]1[CH:9]=[CH:8][C:7]([C:10]2[O:14][N:13]=[CH:12][C:11]=2[CH2:15][OH:16])=[CH:6][CH:5]=1. The yield is 0.990.